Dataset: Full USPTO retrosynthesis dataset with 1.9M reactions from patents (1976-2016). Task: Predict the reactants needed to synthesize the given product. (1) The reactants are: Cl.[Cl:2][C:3]1[C:4]([F:29])=[C:5]([CH:26]=[CH:27][CH:28]=1)[NH:6][C:7]1[C:16]2[C:11](=[CH:12][C:13]([O:24][CH3:25])=[C:14]([O:17][CH2:18][C@@H:19]3[CH2:23][CH2:22][CH2:21][NH:20]3)[CH:15]=2)[N:10]=[CH:9][N:8]=1.C(N(C(C)C)CC)(C)C.[Cl:39][CH2:40][C:41](Cl)=[O:42]. Given the product [Cl:2][C:3]1[C:4]([F:29])=[C:5]([CH:26]=[CH:27][CH:28]=1)[NH:6][C:7]1[C:16]2[C:11](=[CH:12][C:13]([O:24][CH3:25])=[C:14]([O:17][CH2:18][C@@H:19]3[CH2:23][CH2:22][CH2:21][N:20]3[C:41](=[O:42])[CH2:40][Cl:39])[CH:15]=2)[N:10]=[CH:9][N:8]=1, predict the reactants needed to synthesize it. (2) Given the product [CH3:9][O:8][C:6]1[CH:7]=[C:2]([N:27]2[CH2:26][CH2:25][NH:24][CH:23]([CH3:22])[CH2:28]2)[CH:3]=[CH:4][C:5]=1[N+:10]([O-:12])=[O:11], predict the reactants needed to synthesize it. The reactants are: F[C:2]1[CH:3]=[CH:4][C:5]([N+:10]([O-:12])=[O:11])=[C:6]([O:8][CH3:9])[CH:7]=1.C(N(CC)C(C)C)(C)C.[CH3:22][CH:23]1[CH2:28][NH:27][CH2:26][CH2:25][NH:24]1. (3) Given the product [C:14]1([S:11]([CH:1]([CH2:30][CH:31]=[C:32]([CH3:33])[CH2:34][CH2:35][CH:36]=[C:37]([CH3:39])[CH:44]=[O:45])[CH:2]=[C:3]([CH3:4])[CH2:5][CH2:6][CH:7]=[C:8]([CH3:9])[CH:10]=[O:28])(=[O:12])=[O:13])[CH:15]=[CH:16][CH:18]=[CH:19][CH:20]=1, predict the reactants needed to synthesize it. The reactants are: [CH2:1]([S:11]([CH2:14]/[CH:15]=[C:16](/[CH2:18][CH2:19][CH:20]=C(C)C)\C)(=[O:13])=[O:12])/[CH:2]=[C:3](/[CH2:5][CH2:6][CH:7]=[C:8]([CH3:10])[CH3:9])\[CH3:4].CC([O-:28])(C)C.[K+].[CH2:30](Br)/[CH:31]=[C:32](/[CH2:34][CH2:35][CH:36]=[C:37]([CH3:39])C)\[CH3:33].CN([CH:44]=[O:45])C. (4) The reactants are: [F:1][C:2]1[CH:21]=[CH:20][CH:19]=[C:18]([F:22])[C:3]=1[CH2:4][O:5][C:6]1[C:7]2[N:8]([C:12]([C:16]#[N:17])=[C:13]([CH3:15])[N:14]=2)[CH:9]=[CH:10][CH:11]=1.Cl.[NH2:24][OH:25].C(N(CC)CC)C. Given the product [F:1][C:2]1[CH:21]=[CH:20][CH:19]=[C:18]([F:22])[C:3]=1[CH2:4][O:5][C:6]1[C:7]2[N:8]([C:12]([C:16](=[NH:17])[NH:24][OH:25])=[C:13]([CH3:15])[N:14]=2)[CH:9]=[CH:10][CH:11]=1, predict the reactants needed to synthesize it. (5) Given the product [Cl:1][C:2]1[CH:3]=[C:4]([CH:7]=[CH:8][C:9]=1[CH:10]=[O:16])[C:5]#[N:6], predict the reactants needed to synthesize it. The reactants are: [Cl:1][C:2]1[CH:3]=[C:4]([CH:7]=[CH:8][C:9]=1[CH:10]=CN(C)C)[C:5]#[N:6].I([O-])(=O)(=O)=[O:16].[Na+]. (6) Given the product [F:25][C:22]1[CH:23]=[CH:24][C:12]2[N:11]=[C:10]([C@@H:8]([NH2:7])[CH3:9])[N:14]([C:15]3[CH:16]=[CH:17][CH:18]=[CH:19][CH:20]=3)[C:13]=2[CH:21]=1, predict the reactants needed to synthesize it. The reactants are: C(OC(=O)[NH:7][C@H:8]([C:10]1[N:14]([C:15]2[CH:20]=[CH:19][CH:18]=[CH:17][CH:16]=2)[C:13]2[CH:21]=[C:22]([F:25])[CH:23]=[CH:24][C:12]=2[N:11]=1)[CH3:9])(C)(C)C.C(O)(C(F)(F)F)=O. (7) Given the product [CH3:1][C:2]1[CH:3]=[C:4]([NH2:19])[C:5]([NH:6][CH2:7][CH2:8][CH2:9][C:10]2[CH:11]=[N:12][CH:13]=[CH:14][CH:15]=2)=[CH:16][C:17]=1[CH3:18], predict the reactants needed to synthesize it. The reactants are: [CH3:1][C:2]1[C:17]([CH3:18])=[CH:16][C:5]([NH:6][CH2:7][CH2:8][CH2:9][C:10]2[CH:11]=[N:12][CH:13]=[CH:14][CH:15]=2)=[C:4]([N+:19]([O-])=O)[CH:3]=1. (8) Given the product [F:31][C:32]([F:37])([F:36])[C:33]([OH:35])=[O:34].[NH2:1][CH2:2][CH2:3][NH:4][C:5]1[O:6][C:7]2[C:27]([OH:28])=[C:26]([O:29][CH3:30])[CH:25]=[CH:24][C:8]=2[C:9]=1[C:10]([C:12]1[CH:13]=[C:14]([O:22][CH3:23])[C:15]([O:20][CH3:21])=[C:16]([O:18][CH3:19])[CH:17]=1)=[O:11], predict the reactants needed to synthesize it. The reactants are: [NH2:1][CH2:2][CH2:3][NH:4][C:5]1[O:6][C:7]2[C:27]([OH:28])=[C:26]([O:29][CH3:30])[CH:25]=[CH:24][C:8]=2[C:9]=1[C:10]([C:12]1[CH:17]=[C:16]([O:18][CH3:19])[C:15]([O:20][CH3:21])=[C:14]([O:22][CH3:23])[CH:13]=1)=[O:11].[F:31][C:32]([F:37])([F:36])[C:33]([OH:35])=[O:34]. (9) Given the product [C:35]([C:29]1[CH:30]=[CH:31][C:32]([C:33]#[N:34])=[C:27]([C:25]#[C:24][C:20]([CH3:23])([CH3:22])[CH3:21])[N:28]=1)([CH3:38])([CH3:37])[CH3:36], predict the reactants needed to synthesize it. The reactants are: C1(P(C2C=CC=CC=2)C2C=CC=CC=2)C=CC=CC=1.[C:20]([C:24]#[CH:25])([CH3:23])([CH3:22])[CH3:21].Cl[C:27]1[C:32]([C:33]#[N:34])=[CH:31][CH:30]=[C:29]([C:35]([CH3:38])([CH3:37])[CH3:36])[N:28]=1.